From a dataset of Full USPTO retrosynthesis dataset with 1.9M reactions from patents (1976-2016). Predict the reactants needed to synthesize the given product. (1) Given the product [Cl:34][CH2:35][C:36]([NH:1][C:2]1[S:3][C:4]2[C:9]([N:10]=1)=[CH:8][CH:7]=[C:6]([O:11][C:12]1[CH:13]=[C:14]([NH:20][C:21](=[O:33])[C:22]3[CH:27]=[CH:26][CH:25]=[C:24]([C:28]([C:31]#[N:32])([CH3:30])[CH3:29])[CH:23]=3)[CH:15]=[CH:16][C:17]=1[CH2:18][CH3:19])[N:5]=2)=[O:37], predict the reactants needed to synthesize it. The reactants are: [NH2:1][C:2]1[S:3][C:4]2[C:9]([N:10]=1)=[CH:8][CH:7]=[C:6]([O:11][C:12]1[CH:13]=[C:14]([NH:20][C:21](=[O:33])[C:22]3[CH:27]=[CH:26][CH:25]=[C:24]([C:28]([C:31]#[N:32])([CH3:30])[CH3:29])[CH:23]=3)[CH:15]=[CH:16][C:17]=1[CH2:18][CH3:19])[N:5]=2.[Cl:34][CH2:35][C:36](Cl)=[O:37]. (2) Given the product [Si:20]([O:14][CH2:1][CH:2]([OH:13])[CH2:3][CH2:4][CH2:5][CH2:6][CH2:7][CH2:8][CH2:9][CH2:10][CH2:11][CH3:12])([C:16]([CH3:19])([CH3:18])[CH3:17])([CH3:22])[CH3:21], predict the reactants needed to synthesize it. The reactants are: [CH2:1]([OH:14])[CH:2]([OH:13])[CH2:3][CH2:4][CH2:5][CH2:6][CH2:7][CH2:8][CH2:9][CH2:10][CH2:11][CH3:12].[Cl-].[C:16]([SiH:20]([CH3:22])[CH3:21])([CH3:19])([CH3:18])[CH3:17]. (3) Given the product [CH:27]1([N:12]2[C:13]3[C:9](=[CH:8][CH:7]=[C:6]([N+:3]([O-:5])=[O:4])[CH:14]=3)[C:10]([C:15]3[CH:16]=[CH:17][C:18]([C:19]#[N:20])=[CH:21][CH:22]=3)=[CH:11]2)[CH2:31][CH2:30][CH2:29][CH2:28]1, predict the reactants needed to synthesize it. The reactants are: [OH-].[K+].[N+:3]([C:6]1[CH:14]=[C:13]2[C:9]([C:10]([C:15]3[CH:22]=[CH:21][C:18]([C:19]#[N:20])=[CH:17][CH:16]=3)=[CH:11][NH:12]2)=[CH:8][CH:7]=1)([O-:5])=[O:4].S(C1C=CC(C)=CC=1)(O[CH:27]1[CH2:31][CH2:30][CH2:29][CH2:28]1)(=O)=O.